This data is from NCI-60 drug combinations with 297,098 pairs across 59 cell lines. The task is: Regression. Given two drug SMILES strings and cell line genomic features, predict the synergy score measuring deviation from expected non-interaction effect. Drug 1: CC(C)CN1C=NC2=C1C3=CC=CC=C3N=C2N. Drug 2: C1C(C(OC1N2C=NC3=C2NC=NCC3O)CO)O. Cell line: 786-0. Synergy scores: CSS=2.27, Synergy_ZIP=0.707, Synergy_Bliss=-0.307, Synergy_Loewe=2.22, Synergy_HSA=-0.839.